Dataset: NCI-60 drug combinations with 297,098 pairs across 59 cell lines. Task: Regression. Given two drug SMILES strings and cell line genomic features, predict the synergy score measuring deviation from expected non-interaction effect. Synergy scores: CSS=20.2, Synergy_ZIP=-3.55, Synergy_Bliss=7.29, Synergy_Loewe=1.82, Synergy_HSA=6.45. Drug 1: CC12CCC(CC1=CCC3C2CCC4(C3CC=C4C5=CN=CC=C5)C)O. Cell line: BT-549. Drug 2: C1CC(C1)(C(=O)O)C(=O)O.[NH2-].[NH2-].[Pt+2].